This data is from Forward reaction prediction with 1.9M reactions from USPTO patents (1976-2016). The task is: Predict the product of the given reaction. The product is: [C:13]([C:10]1[C:11]2[N:12]=[C:3]([C:2]([CH3:26])([CH3:1])[C:23]([O:25][CH2:38][C:28]3[CH:33]=[CH:32][CH:31]=[CH:30][CH:29]=3)=[O:24])[O:5][C:6]=2[C:7]([F:22])=[C:8]([C:16]2[CH:17]=[CH:18][CH:19]=[CH:20][CH:21]=2)[C:9]=1[CH3:15])#[N:14]. Given the reactants [CH3:1][C:2]([CH3:26])([C:23]([O-:25])=[O:24])[C:3]([O:5][C:6]1[C:7]([F:22])=[C:8]([C:16]2[CH:21]=[CH:20][CH:19]=[CH:18][CH:17]=2)[C:9]([CH3:15])=[C:10]([C:13]#[N:14])[C:11]=1[NH2:12])=O.O.[C:28]1([CH3:38])[CH:33]=[CH:32][C:31](S(O)(=O)=O)=[CH:30][CH:29]=1.C1(C)C=CC=CC=1, predict the reaction product.